Predict the reaction yield, written as a fraction of the theoretical maximum amount of product (1.0 means a 100% yield; for example, 0.34 means a 34% yield). From a dataset of Reaction yield outcomes from USPTO patents with 853,638 reactions. (1) The reactants are [N:1]1[C:6]2[NH:7][CH:8]=[CH:9][C:5]=2[C:4](O)=[N:3][CH:2]=1.P(Cl)(Cl)([Cl:13])=O. No catalyst specified. The product is [Cl:13][C:4]1[C:5]2[CH:9]=[CH:8][NH:7][C:6]=2[N:1]=[CH:2][N:3]=1. The yield is 0.420. (2) The catalyst is [Zn].CCCCCC. The yield is 0.710. The reactants are Br[CH:2]1[CH2:7][CH2:6][O:5][C:3]1=[O:4].[CH:8]12[CH2:14][CH:11]([CH:12]=[CH:13]1)[CH2:10][CH:9]2[CH:15]=[O:16].O1CCCC1.Cl. The product is [OH:16][CH:15]([CH:9]1[CH2:10][CH:11]2[CH2:14][CH:8]1[CH:13]=[CH:12]2)[CH:2]1[CH2:7][CH2:6][O:5][C:3]1=[O:4]. (3) The reactants are [CH3:1][O:2][C:3](=[O:18])[CH2:4][C:5]1[C:13]2[C:8](=[CH:9][CH:10]=[CH:11][CH:12]=2)[N:7]([C:14]([O:16][CH3:17])=[O:15])[CH:6]=1.CN(C)P(=O)(N(C)C)N(C)C.C([N-]C(C)C)(C)C.[Li+].C1CCCCC1.[C:44]([O:48][C:49]([NH:51][CH2:52][CH2:53][O:54][CH2:55][CH2:56]I)=[O:50])([CH3:47])([CH3:46])[CH3:45]. The catalyst is O1CCCC1. The product is [CH3:1][O:2][C:3](=[O:18])[CH:4]([CH2:56][CH2:55][O:54][CH2:53][CH2:52][NH:51][C:49]([O:48][C:44]([CH3:45])([CH3:47])[CH3:46])=[O:50])[C:5]1[C:13]2[C:8](=[CH:9][CH:10]=[CH:11][CH:12]=2)[N:7]([C:14]([O:16][CH3:17])=[O:15])[CH:6]=1. The yield is 0.790.